This data is from Full USPTO retrosynthesis dataset with 1.9M reactions from patents (1976-2016). The task is: Predict the reactants needed to synthesize the given product. (1) Given the product [Cl:1][C:2]1[CH:23]=[C:22]([CH2:24][N:25]2[CH2:26][CH2:27][N:28]([S:31]([CH3:34])(=[O:33])=[O:32])[CH2:29][CH2:30]2)[CH:21]=[CH:20][C:3]=1[O:4][CH:5]1[CH2:6][CH2:7][N:8]([C:11]2[N:12]=[CH:13][C:14]([C:17]([NH2:42])=[O:18])=[CH:15][N:16]=2)[CH2:9][CH2:10]1, predict the reactants needed to synthesize it. The reactants are: [Cl:1][C:2]1[CH:23]=[C:22]([CH2:24][N:25]2[CH2:30][CH2:29][N:28]([S:31]([CH3:34])(=[O:33])=[O:32])[CH2:27][CH2:26]2)[CH:21]=[CH:20][C:3]=1[O:4][CH:5]1[CH2:10][CH2:9][N:8]([C:11]2[N:16]=[CH:15][C:14]([C:17](O)=[O:18])=[CH:13][N:12]=2)[CH2:7][CH2:6]1.C(Cl)(=O)C(Cl)=O.[OH-].[NH4+:42]. (2) The reactants are: [CH3:1][C:2]1[CH:27]=[CH:26][C:5]2[N:6]=[C:7]([C:9]3[CH:14]=[CH:13][C:12]([NH:15][S:16]([C:19]4[CH:24]=[CH:23][C:22]([CH3:25])=[CH:21][CH:20]=4)(=[O:18])=[O:17])=[CH:11][CH:10]=3)[S:8][C:4]=2[CH:3]=1.[CH3:28][OH:29]. Given the product [CH3:28][O:29][C:9]1([C:7]2[S:8][C:4]3[CH:3]=[C:2]([CH3:1])[CH:27]=[CH:26][C:5]=3[N:6]=2)[CH:10]=[CH:11][C:12](=[N:15][S:16]([C:19]2[CH:24]=[CH:23][C:22]([CH3:25])=[CH:21][CH:20]=2)(=[O:18])=[O:17])[CH:13]=[CH:14]1, predict the reactants needed to synthesize it. (3) Given the product [C:22]([O:26][C:27]([N:29]1[CH2:38][CH2:37][C:36]2[C:31](=[CH:32][C:33]([CH2:39][CH2:40][N:12]3[C:11](=[O:15])[CH:10]=[C:9]([O:8][CH2:1][C:2]4[CH:7]=[CH:6][CH:5]=[CH:4][CH:3]=4)[CH:14]=[N:13]3)=[CH:34][CH:35]=2)[CH2:30]1)=[O:28])([CH3:25])([CH3:24])[CH3:23], predict the reactants needed to synthesize it. The reactants are: [CH2:1]([O:8][C:9]1[CH:14]=[N:13][NH:12][C:11](=[O:15])[CH:10]=1)[C:2]1[CH:7]=[CH:6][CH:5]=[CH:4][CH:3]=1.C(=O)([O-])[O-].[Cs+].[Cs+].[C:22]([O:26][C:27]([N:29]1[CH2:38][CH2:37][C:36]2[C:31](=[CH:32][C:33]([CH2:39][CH2:40]I)=[CH:34][CH:35]=2)[CH2:30]1)=[O:28])([CH3:25])([CH3:24])[CH3:23].